This data is from Full USPTO retrosynthesis dataset with 1.9M reactions from patents (1976-2016). The task is: Predict the reactants needed to synthesize the given product. (1) Given the product [OH:40][C@@H:39]([CH3:41])[C:38]([N:29]1[CH2:28][CH2:27][N:26]([CH2:25][C:23]2[S:22][C:20]3[N:21]=[C:16]([C:13]4[CH:12]=[N:11][C:10]([NH:9][CH3:8])=[CH:15][CH:14]=4)[N:17]=[C:18]([N:32]4[CH2:33][CH2:34][O:35][CH2:36][CH2:37]4)[C:19]=3[CH:24]=2)[CH2:31][CH2:30]1)=[O:42], predict the reactants needed to synthesize it. The reactants are: C(O)(C(F)(F)F)=O.[CH3:8][NH:9][C:10]1[CH:15]=[CH:14][C:13]([C:16]2[N:17]=[C:18]([N:32]3[CH2:37][CH2:36][O:35][CH2:34][CH2:33]3)[C:19]3[CH:24]=[C:23]([CH2:25][N:26]4[CH2:31][CH2:30][NH:29][CH2:28][CH2:27]4)[S:22][C:20]=3[N:21]=2)=[CH:12][N:11]=1.[C:38](O)(=[O:42])[C@H:39]([CH3:41])[OH:40]. (2) Given the product [Br:3][C:4]1[CH:5]=[C:6]2[CH:12]=[N:11][N:10]([S:21]([C:15]3[CH:20]=[CH:19][CH:18]=[CH:17][CH:16]=3)(=[O:23])=[O:22])[C:7]2=[N:8][CH:9]=1, predict the reactants needed to synthesize it. The reactants are: [H-].[Na+].[Br:3][C:4]1[CH:5]=[C:6]2[CH:12]=[N:11][NH:10][C:7]2=[N:8][CH:9]=1.[H][H].[C:15]1([S:21](Cl)(=[O:23])=[O:22])[CH:20]=[CH:19][CH:18]=[CH:17][CH:16]=1. (3) Given the product [NH2:8][C@H:4]1[C@H:3]([OH:17])[C:2]([F:18])([F:1])[CH2:7][CH2:6][CH2:5]1, predict the reactants needed to synthesize it. The reactants are: [F:1][C:2]1([F:18])[CH2:7][CH2:6][CH2:5][C@@H:4]([NH:8][C@@H](C2C=CC=CC=2)C)[C@@H:3]1[OH:17]. (4) Given the product [CH3:17][O:16][C:12]1[C:11]([C:2]2[CH:7]=[CH:6][CH:5]=[CH:4][C:3]=2[Cl:8])=[C:10]([F:9])[CH:15]=[CH:14][CH:13]=1, predict the reactants needed to synthesize it. The reactants are: Br[C:2]1[CH:7]=[CH:6][CH:5]=[CH:4][C:3]=1[Cl:8].[F:9][C:10]1[CH:15]=[CH:14][CH:13]=[C:12]([O:16][CH3:17])[C:11]=1B(O)O.CC1C=CC(S(OCC2CC3C(C4C=CC=CC=4)=CC=CC=3O2)(=O)=O)=CC=1. (5) Given the product [F:27][C:5]1[C:4]([CH:2]([N:32]2[CH2:33][CH2:34][N:29]([CH3:28])[CH2:30][CH2:31]2)[CH3:3])=[CH:26][C:8]2[C:9]3[N:13]([CH:12]=[C:11]([C:17]4[N:18]([CH:23]([CH3:25])[CH3:24])[N:19]=[C:20]([CH3:22])[N:21]=4)[N:10]=3)[CH2:14][CH2:15][O:16][C:7]=2[CH:6]=1, predict the reactants needed to synthesize it. The reactants are: Br[CH:2]([C:4]1[C:5]([F:27])=[CH:6][C:7]2[O:16][CH2:15][CH2:14][N:13]3[C:9](=[N:10][C:11]([C:17]4[N:18]([CH:23]([CH3:25])[CH3:24])[N:19]=[C:20]([CH3:22])[N:21]=4)=[CH:12]3)[C:8]=2[CH:26]=1)[CH3:3].[CH3:28][N:29]1[CH2:34][CH2:33][NH:32][CH2:31][CH2:30]1.CCN(C(C)C)C(C)C. (6) Given the product [CH3:6][O:8][C:9]([C:4]1[N:22]([CH2:21][C:20]2[CH:23]=[CH:24][C:17]([S:14]([CH3:13])(=[O:15])=[O:16])=[CH:18][CH:19]=2)[C:6](=[O:8])[C:5]2[C:4]([C:9]=1[OH:10])=[CH:3][C:2]([Cl:1])=[CH:12][CH:11]=2)=[O:10], predict the reactants needed to synthesize it. The reactants are: [Cl:1][C:2]1[CH:3]=[C:4]2[C:9](=[O:10])[O:8][C:6](=O)[C:5]2=[CH:11][CH:12]=1.[CH3:13][S:14]([C:17]1[CH:24]=[CH:23][C:20]([CH2:21][NH2:22])=[CH:19][CH:18]=1)(=[O:16])=[O:15].